Dataset: Full USPTO retrosynthesis dataset with 1.9M reactions from patents (1976-2016). Task: Predict the reactants needed to synthesize the given product. (1) Given the product [CH:17]1([NH:16][C:15]([NH:14][CH:8]2[CH2:9][CH2:10][CH2:11][CH2:12][CH2:13]2)=[O:7])[CH2:22][CH2:21][CH2:20][CH2:19][CH2:18]1, predict the reactants needed to synthesize it. The reactants are: C1([OH:7])C=CC=CC=1.[CH:8]1([N:14]=[C:15]=[N:16][CH:17]2[CH2:22][CH2:21][CH2:20][CH2:19][CH2:18]2)[CH2:13][CH2:12][CH2:11][CH2:10][CH2:9]1.N1(C2C=CN=CC=2)CCCC1. (2) Given the product [F:20][C:16]1[CH:15]=[C:14]([CH:19]=[CH:18][CH:17]=1)[CH2:13][N:10]1[CH:11]=[CH:12][C:7]([C:29]2[CH:30]=[CH:31][C:26]([O:25][CH3:24])=[CH:27][CH:28]=2)=[CH:8][C:9]1=[O:21], predict the reactants needed to synthesize it. The reactants are: FC(F)(F)S(O[C:7]1[CH:12]=[CH:11][N:10]([CH2:13][C:14]2[CH:19]=[CH:18][CH:17]=[C:16]([F:20])[CH:15]=2)[C:9](=[O:21])[CH:8]=1)(=O)=O.[CH3:24][O:25][C:26]1[CH:31]=[CH:30][C:29](B(O)O)=[CH:28][CH:27]=1. (3) Given the product [CH3:3][NH:2][C:6]1[C:7]([N+:16]([O-:18])=[O:17])=[C:8]2[C:13](=[CH:14][CH:15]=1)[N:12]=[CH:11][CH:10]=[N:9]2, predict the reactants needed to synthesize it. The reactants are: C[N:2]([C:6]1[CH:7]=[C:8]2[C:13](=[CH:14][CH:15]=1)[N:12]=[CH:11][CH:10]=[N:9]2)[C:3](=O)C.[N+:16]([O-])([O-:18])=[O:17].[K+].O.[OH-].[Na+]. (4) Given the product [C:7]1([NH:12][CH2:11][C@H:13]2[C@H:15]([C:16]3[CH:17]=[CH:18][CH:19]=[CH:20][CH:21]=3)[NH:14]2)[CH:1]=[CH:6][CH:5]=[CH:9][CH:8]=1, predict the reactants needed to synthesize it. The reactants are: [C:1]1([CH:7]2[N:12]3[CH:8]2[CH:9](O)O[CH:11]3[CH:13]2[CH:15]([C:16]3[CH:21]=[CH:20][CH:19]=[CH:18][CH:17]=3)[NH:14]2)[CH:6]=[CH:5]C=CC=1.NC1C=CC=CC=1.[BH3-]C#N.[Na+].C([O-])(O)=O.[Na+]. (5) Given the product [C:69]([OH:65])(=[O:53])[C:68]1[CH:3]=[CH:2][CH:1]=[CH:66][CH:67]=1.[C:40]12([CH2:50][NH:51][C:52]([C:54]3[C:63]4[C:58](=[CH:59][CH:60]=[CH:61][CH:62]=4)[N:57]=[C:56]([CH2:3][CH2:2][CH2:1][NH:4][CH2:12][CH2:13][CH2:14][OH:15])[CH:55]=3)=[O:53])[CH2:41][CH:42]3[CH2:48][CH:46]([CH2:45][CH:44]([CH2:43]3)[CH2:49]1)[CH2:47]2, predict the reactants needed to synthesize it. The reactants are: [CH2:1]([N:4]([CH2:12][CH2:13][CH2:14][O:15][Si](C(C)(C)C)(C)C)C(=O)OC(C)(C)C)[CH:2]=[CH2:3].CCCCCCCCC.P([O-])([O-])([O-])=O.[K+].[K+].[K+].[C:40]12([CH2:50][NH:51][C:52]([C:54]3[C:63]4[C:58](=[CH:59][CH:60]=[CH:61][CH:62]=4)[N:57]=[C:56](Br)[CH:55]=3)=[O:53])[CH2:49][CH:44]3[CH2:45][CH:46]([CH2:48][CH:42]([CH2:43]3)[CH2:41]1)[CH2:47]2.[O:65]1[CH2:69][CH2:68][CH2:67][CH2:66]1. (6) Given the product [N:27]1[CH:32]=[C:31]([C:2]2[C:3]([N:22]3[CH2:26][CH2:25][CH2:24][CH2:23]3)=[N:4][CH:5]=[C:6]([CH:21]=2)[C:7]([NH:9][C:10]2[CH:15]=[CH:14][C:13]([O:16][C:17]([F:20])([F:19])[F:18])=[CH:12][CH:11]=2)=[O:8])[CH:30]=[N:29][CH:28]=1, predict the reactants needed to synthesize it. The reactants are: Br[C:2]1[C:3]([N:22]2[CH2:26][CH2:25][CH2:24][CH2:23]2)=[N:4][CH:5]=[C:6]([CH:21]=1)[C:7]([NH:9][C:10]1[CH:15]=[CH:14][C:13]([O:16][C:17]([F:20])([F:19])[F:18])=[CH:12][CH:11]=1)=[O:8].[N:27]1[CH:32]=[C:31](B(O)O)[CH:30]=[N:29][CH:28]=1.